This data is from Full USPTO retrosynthesis dataset with 1.9M reactions from patents (1976-2016). The task is: Predict the reactants needed to synthesize the given product. (1) The reactants are: C(OC([N:8]1[C:16]2[C:11](=[CH:12][CH:13]=[C:14]([Cl:17])[CH:15]=2)/[C:10](=[CH:18]/[C:19]2[CH:24]=[C:23]([Cl:25])[CH:22]=[CH:21][C:20]=2[O:26][CH2:27][S:28]([CH3:30])=[O:29])/[C:9]1=[O:31])=O)(C)(C)C.[F:32][C:33]1[CH:34]=[CH:35][C:36]([CH3:48])=[C:37]([CH:39]=[N:40][C:41]([O:43][Si](C)(C)C)=[CH2:42])[CH:38]=1. Given the product [Cl:17][C:14]1[CH:15]=[C:16]2[NH:8][C:9](=[O:31])[C:10]3([CH:18]([C:19]4[CH:24]=[C:23]([Cl:25])[CH:22]=[CH:21][C:20]=4[O:26][CH2:27][S:28]([CH3:30])=[O:29])[CH2:42][C:41](=[O:43])[NH:40][CH:39]3[C:37]3[CH:38]=[C:33]([F:32])[CH:34]=[CH:35][C:36]=3[CH3:48])[C:11]2=[CH:12][CH:13]=1, predict the reactants needed to synthesize it. (2) Given the product [F:1][C:2]([F:14])([O:6][C:7]1[CH:8]=[C:9]([CH2:13][Br:15])[CH:10]=[CH:11][CH:12]=1)[CH:3]([F:4])[F:5], predict the reactants needed to synthesize it. The reactants are: [F:1][C:2]([F:14])([O:6][C:7]1[CH:8]=[C:9]([CH3:13])[CH:10]=[CH:11][CH:12]=1)[CH:3]([F:5])[F:4].[Br:15]N1C(=O)CCC1=O.